This data is from Forward reaction prediction with 1.9M reactions from USPTO patents (1976-2016). The task is: Predict the product of the given reaction. (1) Given the reactants Cl[C:2]1[C:3]2[CH:13]=[CH:12]SC=2NC(=O)[C:7]=1[C:8]#[N:9].C(O[C:17]([C:19]1[C:24](=[O:25])[NH:23][C:22]2[S:26][CH:27]=[CH:28][C:21]=2[C:20]=1[OH:29])=[O:18])C.C1(N)CCCCC1, predict the reaction product. The product is: [CH:8]1([NH:9][C:17]([C:19]2[C:24](=[O:25])[NH:23][C:22]3[S:26][CH:27]=[CH:28][C:21]=3[C:20]=2[OH:29])=[O:18])[CH2:7][CH2:2][CH2:3][CH2:13][CH2:12]1. (2) Given the reactants [N:1]1[C:6]2[CH2:7][NH:8][CH2:9][CH2:10][C:5]=2[C:4]([NH:11][C:12]2[CH:17]=[CH:16][C:15]([C:18]([F:21])([F:20])[F:19])=[CH:14][CH:13]=2)=[N:3][CH:2]=1.[C:22]1(B(O)O)[CH:27]=[CH:26][CH:25]=[CH:24][CH:23]=1.C(N(CC)CC)C, predict the reaction product. The product is: [F:19][C:18]([F:20])([F:21])[C:15]1[CH:14]=[CH:13][C:12]([NH:11][C:4]2[C:5]3[CH2:10][CH2:9][N:8]([C:22]4[CH:27]=[CH:26][CH:25]=[CH:24][CH:23]=4)[CH2:7][C:6]=3[N:1]=[CH:2][N:3]=2)=[CH:17][CH:16]=1. (3) Given the reactants C[O:2][C:3](=[O:11])[C:4]([F:10])([F:9])[S:5](F)(=[O:7])=[O:6].[Li+:12].[OH-:13], predict the reaction product. The product is: [F:9][C:4]([F:10])([S:5]([OH:13])(=[O:7])=[O:6])[C:3]([O-:2])=[O:11].[Li+:12]. (4) Given the reactants [CH2:1]([N:5]1[C:10](=[O:11])[C:9]([CH2:12]OS(C)(=O)=O)=[CH:8][C:7]([C:18]2[CH:23]=[CH:22][C:21]([CH3:24])=[CH:20][CH:19]=2)=[N:6]1)[CH:2]([CH3:4])[CH3:3].[NH2:25][CH2:26][CH2:27][OH:28], predict the reaction product. The product is: [OH:28][CH2:27][CH2:26][NH:25][CH2:12][C:9]1[C:10](=[O:11])[N:5]([CH2:1][CH:2]([CH3:4])[CH3:3])[N:6]=[C:7]([C:18]2[CH:23]=[CH:22][C:21]([CH3:24])=[CH:20][CH:19]=2)[CH:8]=1.